Dataset: Reaction yield outcomes from USPTO patents with 853,638 reactions. Task: Predict the reaction yield, written as a fraction of the theoretical maximum amount of product (1.0 means a 100% yield; for example, 0.34 means a 34% yield). (1) The reactants are [C:1]1(=[O:11])[C:9]2[C:4](=[CH:5][CH:6]=[CH:7][CH:8]=2)[C:3](=[O:10])O1.[NH2:12][CH:13]([CH2:16][CH2:17][CH3:18])[CH2:14][OH:15]. No catalyst specified. The product is [OH:15][CH2:14][CH:13]([N:12]1[C:3](=[O:10])[C:4]2[C:9](=[CH:8][CH:7]=[CH:6][CH:5]=2)[C:1]1=[O:11])[CH2:16][CH2:17][CH3:18]. The yield is 0.620. (2) The catalyst is C(Cl)Cl. The product is [CH:14]12[CH2:15][CH:16]3[CH2:17][CH:18]([CH2:19][CH:20]([CH2:21]3)[CH:13]1[C:4]1[CH:5]=[C:6]([CH3:12])[C:7]([N+:9]([O-:11])=[O:10])=[CH:8][C:3]=1[OH:2])[CH2:22]2. The yield is 0.770. The reactants are C(=O)(OCC)[O:2][C:3]1[CH:8]=[C:7]([N+:9]([O-:11])=[O:10])[C:6]([CH3:12])=[CH:5][C:4]=1[CH:13]1[CH:20]2[CH2:21][CH:16]3[CH2:17][CH:18]([CH2:22][CH:14]1[CH2:15]3)[CH2:19]2.N1CCCCC1. (3) The reactants are [C:1](Cl)(=[O:5])[CH:2]([CH3:4])[CH3:3].[NH2:7][CH2:8][C:9]1[CH:14]=[CH:13][C:12]([C:15]([N:17]2[CH2:26][CH2:25][C:24]3[N:23]=[C:22]([CH3:27])[NH:21][C:20]=3[C:19]3[CH:28]=[C:29]([Cl:32])[CH:30]=[CH:31][C:18]2=3)=[O:16])=[CH:11][C:10]=1[CH3:33].CCN(C(C)C)C(C)C. The yield is 0.850. The catalyst is ClCCl. The product is [Cl:32][C:29]1[CH:30]=[CH:31][C:18]2[N:17]([C:15]([C:12]3[CH:13]=[CH:14][C:9]([CH2:8][NH:7][C:1](=[O:5])[CH:2]([CH3:4])[CH3:3])=[C:10]([CH3:33])[CH:11]=3)=[O:16])[CH2:26][CH2:25][C:24]3[N:23]=[C:22]([CH3:27])[NH:21][C:20]=3[C:19]=2[CH:28]=1. (4) The catalyst is C(OCC)(=O)C.O.C(O)(=O)C.CS(C)=O.CO. The reactants are [O:1]([C:8]1[CH:9]=[CH:10][C:11]([CH:14]=O)=[N:12][CH:13]=1)[C:2]1[CH:7]=[CH:6][CH:5]=[CH:4][CH:3]=1.C[O-].[Li+].[N+:19]([CH3:22])([O-:21])=[O:20].C(OC(=O)C)(=O)C.C(N(CC)CC)C.[BH4-].[Na+]. The yield is 0.0890. The product is [N+:19]([CH2:22][CH2:14][C:11]1[CH:10]=[CH:9][C:8]([O:1][C:2]2[CH:7]=[CH:6][CH:5]=[CH:4][CH:3]=2)=[CH:13][N:12]=1)([O-:21])=[O:20].